This data is from Reaction yield outcomes from USPTO patents with 853,638 reactions. The task is: Predict the reaction yield, written as a fraction of the theoretical maximum amount of product (1.0 means a 100% yield; for example, 0.34 means a 34% yield). (1) The reactants are F[C:2]1[CH:7]=[C:6]([CH2:8][S:9]([CH3:12])(=[O:11])=[O:10])[CH:5]=[CH:4][C:3]=1[N+:13]([O-:15])=[O:14].[CH2:16]([O:20][C:21]1[CH:27]=[C:26]([CH2:28][S:29]([CH3:32])(=[O:31])=[O:30])[CH:25]=[CH:24][C:22]=1[NH2:23])[CH:17]([CH3:19])[CH3:18].[NH2:33][C:34]1[S:35][CH:36]=[CH:37][N:38]=1.CC(C)[CH2:41][OH:42]. No catalyst specified. The product is [CH2:16]([O:20][C:2]1[CH:7]=[C:6]([CH2:8][S:9]([CH3:12])(=[O:11])=[O:10])[CH:5]=[CH:4][C:3]=1[N+:13]([O-:15])=[O:14])[CH:17]([CH3:19])[CH3:18].[CH2:16]([O:20][C:21]1[CH:27]=[C:26]([CH2:28][S:29]([CH3:32])(=[O:31])=[O:30])[CH:25]=[CH:24][C:22]=1[NH:23][C:41]([NH:33][C:34]1[S:35][CH:36]=[CH:37][N:38]=1)=[O:42])[CH:17]([CH3:19])[CH3:18]. The yield is 0.650. (2) The reactants are [Br:1][C:2]1[C:7](=[O:8])[N:6]([CH2:9][C:10]([NH:12][CH2:13][C:14]2[CH:19]=[CH:18][N:17]=[CH:16][CH:15]=2)=[O:11])[N:5]=[C:4]([N+:20]([O-])=O)[C:3]=1[NH:23][C@@H:24]1[CH2:29][C@@H:28]2[CH2:30][C@@H:26]([C:27]2([CH3:32])[CH3:31])[C@H:25]1[CH3:33].O.O.[Sn](Cl)Cl.[OH-].[Na+]. The catalyst is C(OCC)(=O)C. The product is [NH2:20][C:4]1[C:3]([NH:23][C@@H:24]2[CH2:29][C@@H:28]3[CH2:30][C@@H:26]([C:27]3([CH3:31])[CH3:32])[C@H:25]2[CH3:33])=[C:2]([Br:1])[C:7](=[O:8])[N:6]([CH2:9][C:10]([NH:12][CH2:13][C:14]2[CH:15]=[CH:16][N:17]=[CH:18][CH:19]=2)=[O:11])[N:5]=1. The yield is 0.430. (3) The reactants are COC1C=CC(C[N:8]2[CH2:11][C:10]3([CH2:15][CH2:14][CH2:13][N:12]3[C:16]([O:18][CH2:19][C:20]3[CH:25]=[CH:24][CH:23]=[CH:22][CH:21]=3)=[O:17])[C:9]2=[O:26])=CC=1.O=[N+]([O-])[O-].[O-][N+](=O)[O-].[O-][N+](=O)[O-].[O-][N+](=O)[O-].[O-][N+](=O)[O-].[O-][N+](=O)[O-].[Ce+4].[NH4+].[NH4+]. The catalyst is CC#N.O. The product is [O:26]=[C:9]1[C:10]2([CH2:15][CH2:14][CH2:13][N:12]2[C:16]([O:18][CH2:19][C:20]2[CH:25]=[CH:24][CH:23]=[CH:22][CH:21]=2)=[O:17])[CH2:11][NH:8]1. The yield is 0.400. (4) The reactants are Cl[C:2]1[C:11]([CH:12]=[O:13])=[CH:10][C:9]2[C:4](=[CH:5][C:6]([F:15])=[C:7]([Cl:14])[CH:8]=2)[N:3]=1.[OH2:16]. The catalyst is Cl. The product is [Cl:14][C:7]1[CH:8]=[C:9]2[C:4](=[CH:5][C:6]=1[F:15])[NH:3][C:2](=[O:16])[C:11]([CH:12]=[O:13])=[CH:10]2. The yield is 0.930. (5) The reactants are Cl.[F:2][C:3]1[CH:4]=[C:5]2[C:10](=[C:11]([N:13]3[CH2:18][CH2:17][N:16]([CH3:19])[CH2:15][CH2:14]3)[CH:12]=1)[O:9][CH:8]([C:20]([OH:22])=O)[CH2:7][CH2:6]2.[CH3:23][N:24]([CH3:40])[C:25]([N:27]1[CH2:32][CH2:31][N:30]([C:33]2[CH:38]=[CH:37][C:36]([NH2:39])=[CH:35][CH:34]=2)[CH2:29][CH2:28]1)=[O:26]. No catalyst specified. The product is [F:2][C:3]1[CH:4]=[C:5]2[C:10](=[C:11]([N:13]3[CH2:18][CH2:17][N:16]([CH3:19])[CH2:15][CH2:14]3)[CH:12]=1)[O:9][CH:8]([C:20]([NH:39][C:36]1[CH:37]=[CH:38][C:33]([N:30]3[CH2:31][CH2:32][N:27]([C:25]([N:24]([CH3:40])[CH3:23])=[O:26])[CH2:28][CH2:29]3)=[CH:34][CH:35]=1)=[O:22])[CH2:7][CH2:6]2. The yield is 0.640. (6) The reactants are [CH3:1][Si:2]([C:5]#[CH:6])([CH3:4])[CH3:3].Cl[O-].[Na+].[Cl:10][C:11]1[CH:23]=[C:22]([Cl:24])[C:21]([O:25][C:26]2[N:30]([CH3:31])[N:29]=[C:28]([CH3:32])[C:27]=2/[CH:33]=[N:34]/[OH:35])=[CH:20][C:12]=1[O:13][C@@H:14]([CH3:19])[C:15]([O:17][CH3:18])=[O:16].[Cl-].[Na+]. The catalyst is O1CCCC1. The product is [Cl:10][C:11]1[CH:23]=[C:22]([Cl:24])[C:21]([O:25][C:26]2[N:30]([CH3:31])[N:29]=[C:28]([CH3:32])[C:27]=2[C:33]2[CH:6]=[C:5]([Si:2]([CH3:4])([CH3:3])[CH3:1])[O:35][N:34]=2)=[CH:20][C:12]=1[O:13][C@@H:14]([CH3:19])[C:15]([O:17][CH3:18])=[O:16]. The yield is 0.880. (7) The reactants are Br[C:2]1[CH:3]=[C:4]([CH:8]=[CH:9][CH:10]=1)[C:5]([NH2:7])=[O:6].[N:11]1[CH:16]=[CH:15][C:14](/[CH:17]=[CH:18]/[C:19]2[CH:20]=[C:21]([NH2:25])[CH:22]=[CH:23][CH:24]=2)=[CH:13][CH:12]=1.CC(C1C=C(C(C)C)C(C2C=CC=CC=2P(C2CCCCC2)C2CCCCC2)=C(C(C)C)C=1)C.C([O-])([O-])=O.[K+].[K+]. The catalyst is CC(O)(C)C.C1C=CC(/C=C/C(/C=C/C2C=CC=CC=2)=O)=CC=1.C1C=CC(/C=C/C(/C=C/C2C=CC=CC=2)=O)=CC=1.C1C=CC(/C=C/C(/C=C/C2C=CC=CC=2)=O)=CC=1.[Pd].[Pd]. The product is [N:11]1[CH:16]=[CH:15][C:14]([CH:17]=[CH:18][C:19]2[CH:20]=[C:21]([NH:25][C:2]3[CH:3]=[C:4]([CH:8]=[CH:9][CH:10]=3)[C:5]([NH2:7])=[O:6])[CH:22]=[CH:23][CH:24]=2)=[CH:13][CH:12]=1. The yield is 0.630. (8) The reactants are F[C:2]1[CH:7]=[CH:6][C:5]([N+:8]([O-:10])=[O:9])=[CH:4][CH:3]=1.[C:11]([NH2:15])([CH3:14])([CH3:13])[CH3:12].O. The catalyst is CS(C)=O. The product is [C:11]([NH:15][C:2]1[CH:7]=[CH:6][C:5]([N+:8]([O-:10])=[O:9])=[CH:4][CH:3]=1)([CH3:14])([CH3:13])[CH3:12]. The yield is 0.730. (9) The reactants are FC(F)(F)S(O[C:7]1[CH:16]=[C:15]2[C:10]([CH:11]=[CH:12][CH:13]=[C:14]2[N:17]2[CH2:22][CH2:21][N:20]([CH3:23])[CH2:19][CH2:18]2)=[CH:9][CH:8]=1)(=O)=O.[C:26]([C:28]1[CH:29]=[C:30]([Sn](C)(C)C)[CH:31]=[N:32][CH:33]=1)#[N:27].C(N(CC)CC)C.[Cl-].[Li+]. The catalyst is C(C1C=C(C)C=C(C(C)(C)C)C=1O)(C)(C)C.CN(C)C=O. The product is [C:26]([C:28]1[CH:29]=[C:30]([C:7]2[CH:16]=[C:15]3[C:10]([CH:11]=[CH:12][CH:13]=[C:14]3[N:17]3[CH2:22][CH2:21][N:20]([CH3:23])[CH2:19][CH2:18]3)=[CH:9][CH:8]=2)[CH:31]=[N:32][CH:33]=1)#[N:27]. The yield is 0.340.